Dataset: NCI-60 drug combinations with 297,098 pairs across 59 cell lines. Task: Regression. Given two drug SMILES strings and cell line genomic features, predict the synergy score measuring deviation from expected non-interaction effect. (1) Drug 1: C1=NC(=NC(=O)N1C2C(C(C(O2)CO)O)O)N. Drug 2: C(CC(=O)O)C(=O)CN.Cl. Cell line: SN12C. Synergy scores: CSS=17.6, Synergy_ZIP=-4.78, Synergy_Bliss=-1.05, Synergy_Loewe=-4.51, Synergy_HSA=0.888. (2) Drug 1: C1=CC(=C2C(=C1NCCNCCO)C(=O)C3=C(C=CC(=C3C2=O)O)O)NCCNCCO. Drug 2: CN1C2=C(C=C(C=C2)N(CCCl)CCCl)N=C1CCCC(=O)O.Cl. Cell line: BT-549. Synergy scores: CSS=28.3, Synergy_ZIP=-3.71, Synergy_Bliss=-7.18, Synergy_Loewe=-25.8, Synergy_HSA=-6.15. (3) Drug 1: C1CN1P(=S)(N2CC2)N3CC3. Drug 2: CCC1(CC2CC(C3=C(CCN(C2)C1)C4=CC=CC=C4N3)(C5=C(C=C6C(=C5)C78CCN9C7C(C=CC9)(C(C(C8N6C)(C(=O)OC)O)OC(=O)C)CC)OC)C(=O)OC)O.OS(=O)(=O)O. Cell line: UACC-257. Synergy scores: CSS=6.44, Synergy_ZIP=8.13, Synergy_Bliss=-2.35, Synergy_Loewe=-1.14, Synergy_HSA=-1.14.